This data is from Catalyst prediction with 721,799 reactions and 888 catalyst types from USPTO. The task is: Predict which catalyst facilitates the given reaction. (1) Product: [CH3:18][C:15]12[CH2:17][CH:11]([N:10]([C:8]([C:5]3[CH:4]=[CH:3][C:2]([NH:1][C:21](=[O:24])[CH:22]=[CH2:23])=[CH:7][CH:6]=3)=[O:9])[CH2:16]1)[CH2:12][C:13]([CH3:20])([CH3:19])[CH2:14]2. The catalyst class is: 1. Reactant: [NH2:1][C:2]1[CH:7]=[CH:6][C:5]([C:8]([N:10]2[CH2:16][C:15]3([CH3:18])[CH2:17][CH:11]2[CH2:12][C:13]([CH3:20])([CH3:19])[CH2:14]3)=[O:9])=[CH:4][CH:3]=1.[C:21](Cl)(=[O:24])[CH:22]=[CH2:23]. (2) Reactant: C([O-])(=O)C.[NH4+:5].[CH:6](=O)[CH:7]([CH3:9])[CH3:8].[CH3:11][C:12]([C:14]1[CH:19]=[CH:18][C:17]2[O:20][CH2:21][O:22][C:16]=2[CH:15]=1)=O.C(O[C:26](=[O:30])[CH2:27][C:28]#[N:29])C. Product: [CH:7]([C:9]1[CH:11]=[C:12]([C:14]2[CH:19]=[CH:18][C:17]3[O:20][CH2:21][O:22][C:16]=3[CH:15]=2)[NH:5][C:26](=[O:30])[C:27]=1[C:28]#[N:29])([CH3:8])[CH3:6]. The catalyst class is: 8.